This data is from Full USPTO retrosynthesis dataset with 1.9M reactions from patents (1976-2016). The task is: Predict the reactants needed to synthesize the given product. (1) Given the product [CH2:25]([O:24][CH2:23][O:1][C:2]1[CH:7]=[CH:6][N:5]2[C:8]([C:11]([O:13][CH2:14][CH3:15])=[O:12])=[CH:9][N:10]=[C:4]2[CH:3]=1)[CH3:26], predict the reactants needed to synthesize it. The reactants are: [OH:1][C:2]1[CH:7]=[CH:6][N:5]2[C:8]([C:11]([O:13][CH2:14][CH3:15])=[O:12])=[CH:9][N:10]=[C:4]2[CH:3]=1.C(=O)([O-])[O-].[K+].[K+].Cl[CH2:23][O:24][CH2:25][CH3:26]. (2) Given the product [Cl:17][CH2:16][CH2:15][CH2:14][C:3]1([CH2:1][CH3:2])[C:11]2[C:6](=[CH:7][CH:8]=[CH:9][CH:10]=2)[NH:5][C:4]1=[O:12], predict the reactants needed to synthesize it. The reactants are: [CH2:1]([CH:3]1[C:11]2[C:6](=[CH:7][CH:8]=[CH:9][CH:10]=2)[NH:5][C:4]1=[O:12])[CH3:2].Br[CH2:14][CH2:15][CH2:16][Cl:17]. (3) Given the product [C:40]([NH:1][CH2:2][C:3]([NH:5][C:6]1([CH2:35][CH2:36][CH:37]([CH3:39])[CH3:38])[C:15]2[C:10](=[CH:11][CH:12]=[CH:13][CH:14]=2)[C:9]([OH:16])=[C:8]([C:17]2[NH:22][C:21]3[CH:23]=[CH:24][C:25]([NH:27][S:28]([CH3:31])(=[O:29])=[O:30])=[CH:26][C:20]=3[S:19](=[O:32])(=[O:33])[N:18]=2)[C:7]1=[O:34])=[O:4])(=[O:42])[CH3:41], predict the reactants needed to synthesize it. The reactants are: [NH2:1][CH2:2][C:3]([NH:5][C:6]1([CH2:35][CH2:36][CH:37]([CH3:39])[CH3:38])[C:15]2[C:10](=[CH:11][CH:12]=[CH:13][CH:14]=2)[C:9]([OH:16])=[C:8]([C:17]2[NH:22][C:21]3[CH:23]=[CH:24][C:25]([NH:27][S:28]([CH3:31])(=[O:30])=[O:29])=[CH:26][C:20]=3[S:19](=[O:33])(=[O:32])[N:18]=2)[C:7]1=[O:34])=[O:4].[C:40](OC(=O)C)(=[O:42])[CH3:41].C(N(CC)CC)C. (4) Given the product [NH2:16][C:13]1[CH:14]=[CH:15][C:10]2[O:9][CH2:8][C:7](=[O:19])[N:6]([CH2:5][CH2:4][CH2:3][O:2][CH3:1])[C:11]=2[CH:12]=1, predict the reactants needed to synthesize it. The reactants are: [CH3:1][O:2][CH2:3][CH2:4][CH2:5][N:6]1[C:11]2[CH:12]=[C:13]([N+:16]([O-])=O)[CH:14]=[CH:15][C:10]=2[O:9][CH2:8][C:7]1=[O:19].Cl. (5) Given the product [CH3:1][N:2]1[C@@H:19]2[CH2:20][C:7]3[CH:8]=[CH:9][C:10]([O:22][CH3:23])=[C:11]4[O:12][CH:13]5[C:14]([CH:16]=[CH:17][C@:18]2([OH:21])[C@:5]5([C:6]=34)[CH2:4][CH2:3]1)=[O:15], predict the reactants needed to synthesize it. The reactants are: [CH3:1][N:2]1[C@@H:19]2[CH2:20][C:7]3[CH:8]=[CH:9][C:10]([O:22][CH3:23])=[C:11]4[O:12][C@H:13]5[C:14]([CH2:16][CH2:17][C@:18]2([OH:21])[C@:5]5([C:6]=34)[CH2:4][CH2:3]1)=[O:15].CN1[C@@H]2CC3C=CC(OC)=C4O[C@H]5C(OC)=CC=C2[C@]5(C=34)CC1.OO.C(O)(=O)C(O)=O.